From a dataset of Catalyst prediction with 721,799 reactions and 888 catalyst types from USPTO. Predict which catalyst facilitates the given reaction. (1) Reactant: [CH:1]([C:4]1[N:8]=[C:7]([CH:9]2[CH2:14][CH2:13][C:12](=O)[CH2:11][CH2:10]2)[O:6][N:5]=1)([CH3:3])[CH3:2].O.[NH2:17][NH2:18].[BH4-].[Na+].O. Product: [CH:1]([C:4]1[N:8]=[C:7]([CH:9]2[CH2:14][CH2:13][CH:12]([NH:17][NH2:18])[CH2:11][CH2:10]2)[O:6][N:5]=1)([CH3:3])[CH3:2]. The catalyst class is: 5. (2) Reactant: Cl[C:2]1[N:7]=[C:6]([NH:8][CH2:9][CH2:10][CH3:11])[CH:5]=[C:4]([Cl:12])[N:3]=1.Cl.[CH2:14]([NH2:17])[C:15]#[CH:16].C(N(CC)C(C)C)(C)C.O. Product: [Cl:12][C:4]1[N:3]=[C:2]([NH:17][CH2:14][C:15]#[CH:16])[N:7]=[C:6]([NH:8][CH2:9][CH2:10][CH3:11])[CH:5]=1. The catalyst class is: 12. (3) Reactant: [Cl:1][C:2]1[CH:3]=[C:4]([C:9]2[C:13]([C:14](OCC)=[O:15])=[CH:12][O:11][N:10]=2)[CH:5]=[CH:6][C:7]=1[Cl:8].[H-].C([Al+]CC(C)C)C(C)C.Cl. Product: [Cl:1][C:2]1[CH:3]=[C:4]([C:9]2[C:13]([CH2:14][OH:15])=[CH:12][O:11][N:10]=2)[CH:5]=[CH:6][C:7]=1[Cl:8]. The catalyst class is: 7. (4) Reactant: Br[C:2]1[CH:24]=[C:23]([F:25])[CH:22]=[CH:21][C:3]=1[O:4][CH2:5][C:6]([N:8]([CH:18]([CH3:20])[CH3:19])[NH:9][C:10](=[O:17])[C:11]1[CH:16]=[CH:15][CH:14]=[CH:13][CH:12]=1)=[O:7].C([O-])([O-])=O.[Na+].[Na+].[Cl:32][C:33]1[CH:38]=[CH:37][C:36](B(O)O)=[CH:35][CH:34]=1. Product: [Cl:32][C:33]1[CH:38]=[CH:37][C:36]([C:2]2[CH:24]=[C:23]([F:25])[CH:22]=[CH:21][C:3]=2[O:4][CH2:5][C:6]([N:8]([CH:18]([CH3:20])[CH3:19])[NH:9][C:10](=[O:17])[C:11]2[CH:16]=[CH:15][CH:14]=[CH:13][CH:12]=2)=[O:7])=[CH:35][CH:34]=1. The catalyst class is: 57. (5) Reactant: C([O:4][CH2:5][C:6](=O)[NH:7][C:8]1[N:9]=[N:10][N:11]([CH2:13][C:14]2[C:19]([F:20])=[CH:18][CH:17]=[CH:16][C:15]=2[F:21])[CH:12]=1)(=O)C.B.CO.Cl. The catalyst class is: 1. Product: [F:20][C:19]1[CH:18]=[CH:17][CH:16]=[C:15]([F:21])[C:14]=1[CH2:13][N:11]1[CH:12]=[C:8]([NH:7][CH2:6][CH2:5][OH:4])[N:9]=[N:10]1.